The task is: Binary Classification. Given a drug SMILES string, predict its activity (active/inactive) in a high-throughput screening assay against a specified biological target.. This data is from KCNQ2 potassium channel screen with 302,405 compounds. (1) The compound is Fc1c(N2CCN(C(CNC(=O)c3occc3)c3occc3)CC2)cccc1. The result is 0 (inactive). (2) The molecule is o1c(C(N2CCc3c2cccc3)CNC(=O)CCc2ccc(OC)cc2)ccc1. The result is 0 (inactive).